Dataset: Forward reaction prediction with 1.9M reactions from USPTO patents (1976-2016). Task: Predict the product of the given reaction. (1) Given the reactants O.CC1C=CC(S(O)(=O)=O)=CC=1.[F:13][C:14]1[CH:15]=[CH:16][C:17]2[N:18]([C:20]([C:23]3[N:31]=[C:30]4[C:26]([NH:27][C:28](=[O:42])[N:29]4[CH:32]4[CH2:41][CH2:40][C:35]5(OCC[O:36]5)[CH2:34][CH2:33]4)=[CH:25][N:24]=3)=[CH:21][N:22]=2)[CH:19]=1.C(=O)([O-])O.[Na+], predict the reaction product. The product is: [F:13][C:14]1[CH:15]=[CH:16][C:17]2[N:18]([C:20]([C:23]3[N:31]=[C:30]4[C:26]([NH:27][C:28](=[O:42])[N:29]4[CH:32]4[CH2:41][CH2:40][C:35](=[O:36])[CH2:34][CH2:33]4)=[CH:25][N:24]=3)=[CH:21][N:22]=2)[CH:19]=1. (2) Given the reactants [Br:1][C:2]1[CH:3]=[CH:4][C:5]([O:34][CH3:35])=[C:6]([N:8]2[C:17]3[C:12](=[CH:13][C:14]([S:18](OC4C(F)=C(F)C(F)=C(F)C=4F)(=[O:20])=[O:19])=[CH:15][CH:16]=3)[CH:11]=[CH:10][C:9]2=[O:33])[CH:7]=1.[CH3:36][O:37][C:38]1[CH:50]=[CH:49][C:41]([CH2:42][NH:43][C:44]2[CH:48]=[CH:47][O:46][N:45]=2)=[CH:40][CH:39]=1.C[Si]([N-][Si](C)(C)C)(C)C.[Li+], predict the reaction product. The product is: [Br:1][C:2]1[CH:3]=[CH:4][C:5]([O:34][CH3:35])=[C:6]([N:8]2[C:17]3[C:12](=[CH:13][C:14]([S:18]([N:43]([C:44]4[CH:48]=[CH:47][O:46][N:45]=4)[CH2:42][C:41]4[CH:40]=[CH:39][C:38]([O:37][CH3:36])=[CH:50][CH:49]=4)(=[O:20])=[O:19])=[CH:15][CH:16]=3)[CH:11]=[CH:10][C:9]2=[O:33])[CH:7]=1. (3) Given the reactants [CH2:1]([O:8][CH2:9][CH2:10][CH2:11][C:12]([OH:14])=O)[C:2]1[CH:7]=[CH:6][CH:5]=[CH:4][CH:3]=1.[C:15]([O:19][C:20]([CH3:23])([CH3:22])[CH3:21])(=[O:18])[NH:16][NH2:17].C(Cl)CCl, predict the reaction product. The product is: [C:20]([O:19][C:15]([NH:16][NH:17][C:12](=[O:14])[CH2:11][CH2:10][CH2:9][O:8][CH2:1][C:2]1[CH:3]=[CH:4][CH:5]=[CH:6][CH:7]=1)=[O:18])([CH3:23])([CH3:22])[CH3:21].